From a dataset of Forward reaction prediction with 1.9M reactions from USPTO patents (1976-2016). Predict the product of the given reaction. Given the reactants [Cl:1][C:2]1[CH:38]=[CH:37][C:5]([CH2:6][C:7]2[N:8]=[C:9]([CH2:33][CH:34]([CH3:36])[CH3:35])[C:10]3[N:15]=[C:14]([C:16]4[CH:30]=[C:29]([CH3:31])[C:19]([O:20][CH2:21][C:22]([O:24]C(C)(C)C)=[O:23])=[C:18]([CH3:32])[CH:17]=4)[O:13][C:11]=3[N:12]=2)=[CH:4][CH:3]=1.FC(F)(F)C(O)=O, predict the reaction product. The product is: [Cl:1][C:2]1[CH:3]=[CH:4][C:5]([CH2:6][C:7]2[N:8]=[C:9]([CH2:33][CH:34]([CH3:36])[CH3:35])[C:10]3[N:15]=[C:14]([C:16]4[CH:17]=[C:18]([CH3:32])[C:19]([O:20][CH2:21][C:22]([OH:24])=[O:23])=[C:29]([CH3:31])[CH:30]=4)[O:13][C:11]=3[N:12]=2)=[CH:37][CH:38]=1.